From a dataset of NCI-60 drug combinations with 297,098 pairs across 59 cell lines. Regression. Given two drug SMILES strings and cell line genomic features, predict the synergy score measuring deviation from expected non-interaction effect. (1) Drug 1: C1C(C(OC1N2C=C(C(=O)NC2=O)F)CO)O. Drug 2: C1CC(=O)NC(=O)C1N2C(=O)C3=CC=CC=C3C2=O. Cell line: NCI-H322M. Synergy scores: CSS=-6.20, Synergy_ZIP=3.70, Synergy_Bliss=2.74, Synergy_Loewe=-3.84, Synergy_HSA=-3.86. (2) Drug 1: CN(C)C1=NC(=NC(=N1)N(C)C)N(C)C. Drug 2: CC1=C(C(CCC1)(C)C)C=CC(=CC=CC(=CC(=O)O)C)C. Cell line: SF-268. Synergy scores: CSS=-10.2, Synergy_ZIP=5.41, Synergy_Bliss=0.728, Synergy_Loewe=-7.89, Synergy_HSA=-7.21. (3) Drug 1: CC1C(C(CC(O1)OC2CC(CC3=C2C(=C4C(=C3O)C(=O)C5=C(C4=O)C(=CC=C5)OC)O)(C(=O)CO)O)N)O.Cl. Drug 2: C1=NC2=C(N1)C(=S)N=C(N2)N. Cell line: SR. Synergy scores: CSS=83.1, Synergy_ZIP=2.51, Synergy_Bliss=2.95, Synergy_Loewe=0.747, Synergy_HSA=4.17. (4) Drug 1: C1CCN(CC1)CCOC2=CC=C(C=C2)C(=O)C3=C(SC4=C3C=CC(=C4)O)C5=CC=C(C=C5)O. Drug 2: CC12CCC3C(C1CCC2O)C(CC4=C3C=CC(=C4)O)CCCCCCCCCS(=O)CCCC(C(F)(F)F)(F)F. Cell line: SNB-75. Synergy scores: CSS=1.02, Synergy_ZIP=-1.13, Synergy_Bliss=-2.55, Synergy_Loewe=0.151, Synergy_HSA=-1.38. (5) Drug 1: CCC1(CC2CC(C3=C(CCN(C2)C1)C4=CC=CC=C4N3)(C5=C(C=C6C(=C5)C78CCN9C7C(C=CC9)(C(C(C8N6C=O)(C(=O)OC)O)OC(=O)C)CC)OC)C(=O)OC)O.OS(=O)(=O)O. Drug 2: C1CN1C2=NC(=NC(=N2)N3CC3)N4CC4. Cell line: HCT116. Synergy scores: CSS=37.0, Synergy_ZIP=4.81, Synergy_Bliss=5.35, Synergy_Loewe=-1.15, Synergy_HSA=0.409. (6) Drug 1: C1=NC2=C(N1)C(=S)N=CN2. Drug 2: B(C(CC(C)C)NC(=O)C(CC1=CC=CC=C1)NC(=O)C2=NC=CN=C2)(O)O. Cell line: 786-0. Synergy scores: CSS=53.0, Synergy_ZIP=0.155, Synergy_Bliss=-0.672, Synergy_Loewe=-7.66, Synergy_HSA=-2.80. (7) Drug 1: C1=C(C(=O)NC(=O)N1)N(CCCl)CCCl. Drug 2: CC(C1=C(C=CC(=C1Cl)F)Cl)OC2=C(N=CC(=C2)C3=CN(N=C3)C4CCNCC4)N. Cell line: COLO 205. Synergy scores: CSS=38.6, Synergy_ZIP=2.04, Synergy_Bliss=1.99, Synergy_Loewe=1.89, Synergy_HSA=2.36. (8) Drug 1: CCC1=C2CN3C(=CC4=C(C3=O)COC(=O)C4(CC)O)C2=NC5=C1C=C(C=C5)O. Drug 2: CN(CCCl)CCCl.Cl. Cell line: SK-MEL-28. Synergy scores: CSS=14.4, Synergy_ZIP=-8.67, Synergy_Bliss=-6.76, Synergy_Loewe=-24.9, Synergy_HSA=-3.79.